From a dataset of Full USPTO retrosynthesis dataset with 1.9M reactions from patents (1976-2016). Predict the reactants needed to synthesize the given product. (1) Given the product [CH3:44][O:43][C:17]1[CH:16]=[C:15]([CH2:14][N:11]2[CH2:12][CH2:13][NH:8][CH2:9][CH2:10]2)[CH:20]=[CH:19][C:18]=1[NH:21][C:22]1[N:27]=[CH:26][C:25]2=[CH:28][CH:29]=[C:30]([C:31]3[CH:36]=[CH:35][CH:34]=[CH:33][C:32]=3[N:37]([CH3:38])[S:39]([CH3:42])(=[O:41])=[O:40])[N:24]2[N:23]=1, predict the reactants needed to synthesize it. The reactants are: C(OC([N:8]1[CH2:13][CH2:12][N:11]([CH2:14][C:15]2[CH:20]=[CH:19][C:18]([NH:21][C:22]3[N:27]=[CH:26][C:25]4=[CH:28][CH:29]=[C:30]([C:31]5[CH:36]=[CH:35][CH:34]=[CH:33][C:32]=5[N:37]([S:39]([CH3:42])(=[O:41])=[O:40])[CH3:38])[N:24]4[N:23]=3)=[C:17]([O:43][CH3:44])[CH:16]=2)[CH2:10][CH2:9]1)=O)(C)(C)C.C(Cl)Cl.FC(F)(F)C(O)=O. (2) Given the product [N:3]1[C:4]2[C:9](=[CH:8][CH:7]=[CH:6][C:5]=2[NH2:12])[CH:10]=[N:11][C:2]=1[NH2:1], predict the reactants needed to synthesize it. The reactants are: [NH2:1][C:2]1[N:11]=[CH:10][C:9]2[C:4](=[C:5]([N+:12]([O-])=O)[CH:6]=[CH:7][CH:8]=2)[N:3]=1.O.O.[Sn](Cl)Cl.C(=O)([O-])O.[Na+]. (3) Given the product [CH:43]1([C:46]2[N:50]=[CH:49][N:48]([C@@H:51]3[CH2:55][C@H:54]([C:56]4[N:60]5[C:61]6[CH:67]=[CH:66][NH:65][C:62]=6[N:63]=[CH:64][C:59]5=[N:58][N:57]=4)[C@H:53]([CH2:76][CH3:77])[CH2:52]3)[N:47]=2)[CH2:45][CH2:44]1.[CH:1]1([C:4]2[N:5]([C@@H:16]3[CH2:20][C@H:19]([C:21]4[N:25]5[C:26]6[CH:32]=[CH:31][NH:30][C:27]=6[N:28]=[CH:29][C:24]5=[N:23][N:22]=4)[C@H:18]([CH2:41][CH3:42])[CH2:17]3)[N:6]=[CH:7][N:8]=2)[CH2:3][CH2:2]1, predict the reactants needed to synthesize it. The reactants are: [CH:1]1([C:4]2[N:8]=[CH:7][NH:6][N:5]=2)[CH2:3][CH2:2]1.[H-].[Na+].CS(O[CH:16]1[CH2:20][CH:19]([C:21]2[N:25]3[C:26]4[CH:32]=[CH:31][N:30](COCC[Si](C)(C)C)[C:27]=4[N:28]=[CH:29][C:24]3=[N:23][N:22]=2)[CH:18]([CH2:41][CH3:42])[CH2:17]1)(=O)=O.[CH:43]1([C:46]2[N:50]=[CH:49][N:48]([CH:51]3[CH2:55][CH:54]([C:56]4[N:60]5[C:61]6[CH:67]=[CH:66][N:65](COCC[Si](C)(C)C)[C:62]=6[N:63]=[CH:64][C:59]5=[N:58][N:57]=4)[CH:53]([CH2:76][CH3:77])[CH2:52]3)[N:47]=2)[CH2:45][CH2:44]1.FC(F)(F)C(O)=O. (4) Given the product [C:50]([O:54][C:55](=[O:56])[NH:57][C@@H:58]1[CH2:63][CH2:62][CH2:61][N:60]([C:9]([C:7]2[N:8]=[C:4]([CH:1]3[CH2:2][CH2:3]3)[S:5][C:6]=2[C:12]2[CH:13]=[C:14]([CH3:18])[CH:15]=[CH:16][CH:17]=2)=[O:11])[CH2:59]1)([CH3:53])([CH3:51])[CH3:52], predict the reactants needed to synthesize it. The reactants are: [CH:1]1([C:4]2[S:5][C:6]([C:12]3[CH:13]=[C:14]([CH3:18])[CH:15]=[CH:16][CH:17]=3)=[C:7]([C:9]([OH:11])=O)[N:8]=2)[CH2:3][CH2:2]1.CN(C(ON1N=NC2C=CC=CC1=2)=[N+](C)C)C.[B-](F)(F)(F)F.CCN(C(C)C)C(C)C.[C:50]([O:54][C:55]([NH:57][C@@H:58]1[CH2:63][CH2:62][CH2:61][NH:60][CH2:59]1)=[O:56])([CH3:53])([CH3:52])[CH3:51]. (5) Given the product [Cl:11][C:12]1[CH:17]=[CH:16][C:15]([CH:18]([C:19]2[O:1][N:2]=[C:3]([C:5]3[CH:10]=[CH:9][CH:8]=[CH:7][CH:6]=3)[N:4]=2)[N:22]2[C:30]3[C:25](=[C:26]([NH:31][S:32]([CH3:35])(=[O:33])=[O:34])[CH:27]=[CH:28][CH:29]=3)[CH:24]=[CH:23]2)=[CH:14][CH:13]=1, predict the reactants needed to synthesize it. The reactants are: [OH:1][N:2]=[C:3]([C:5]1[CH:10]=[CH:9][CH:8]=[CH:7][CH:6]=1)[NH2:4].[Cl:11][C:12]1[CH:17]=[CH:16][C:15]([CH:18]([N:22]2[C:30]3[C:25](=[C:26]([NH:31][S:32]([CH3:35])(=[O:34])=[O:33])[CH:27]=[CH:28][CH:29]=3)[CH:24]=[CH:23]2)[C:19](O)=O)=[CH:14][CH:13]=1.Cl.CN(C)CCCN=C=NCC.ON1C2C=CC=CC=2N=N1.C(N(CC)C(C)C)(C)C. (6) Given the product [CH:1]([O:4][C:5]1[CH:13]=[CH:12][C:11]([S:14]([CH3:17])(=[O:16])=[O:15])=[CH:10][C:6]=1[C:7]([N:22]1[CH2:23][CH2:24][N:19]([C:25]2[S:26][C:27]([C:30](=[O:33])[CH2:31][CH3:32])=[CH:28][N:29]=2)[CH2:20][CH2:21]1)=[O:9])([CH3:2])[CH3:3], predict the reactants needed to synthesize it. The reactants are: [CH:1]([O:4][C:5]1[CH:13]=[CH:12][C:11]([S:14]([CH3:17])(=[O:16])=[O:15])=[CH:10][C:6]=1[C:7]([OH:9])=O)([CH3:3])[CH3:2].Cl.[N:19]1([C:25]2[S:26][C:27]([C:30](=[O:33])[CH2:31][CH3:32])=[CH:28][N:29]=2)[CH2:24][CH2:23][NH:22][CH2:21][CH2:20]1. (7) Given the product [NH2:22][CH2:21][C@@H:20]([C:17]1[CH:18]=[CH:19][C:14]([C:12]2[C:13]3[C:4]4[CH:3]=[C:2]([F:1])[S:43][C:5]=4[C:6](=[O:42])[NH:7][C:8]=3[C:9]([CH3:33])=[CH:10][C:11]=2[OH:31])=[CH:15][CH:16]=1)[CH3:30], predict the reactants needed to synthesize it. The reactants are: [F:1][C:2]1[S:43][C:5]2[C:6](=[O:42])[N:7](COCC[Si](C)(C)C)[C:8]3[C:9]([CH3:33])=[CH:10][C:11]([O:31]C)=[C:12]([C:14]4[CH:19]=[CH:18][C:17]([C@@H:20]([CH3:30])[CH2:21][NH:22]C(=O)OC(C)(C)C)=[CH:16][CH:15]=4)[C:13]=3[C:4]=2[CH:3]=1.B(Br)(Br)Br. (8) Given the product [CH2:1]([N:8]1[CH2:17][CH2:16][C:11]2([O:12][CH2:13][CH2:14][O:15]2)[CH:10]([C:18]([OH:20])=[O:19])[CH2:9]1)[C:2]1[CH:7]=[CH:6][CH:5]=[CH:4][CH:3]=1, predict the reactants needed to synthesize it. The reactants are: [CH2:1]([N:8]1[CH2:17][CH2:16][C:11]2([O:15][CH2:14][CH2:13][O:12]2)[CH:10]([C:18]([O:20]CC)=[O:19])[CH2:9]1)[C:2]1[CH:7]=[CH:6][CH:5]=[CH:4][CH:3]=1.[OH-].[K+].Cl.